Dataset: Forward reaction prediction with 1.9M reactions from USPTO patents (1976-2016). Task: Predict the product of the given reaction. (1) Given the reactants [NH:1]1[CH2:10][CH2:9][CH:4]([C:5]([O:7][CH3:8])=[O:6])[CH2:3][CH2:2]1.[CH2:11](N(CC)CC)C.Cl[C:19]1[N:28]=[C:27]([NH:29][CH2:30][C:31]2[CH:36]=[CH:35][C:34]3[O:37][CH2:38][O:39][C:33]=3[CH:32]=2)[C:26]2[C:21](=[CH:22][CH:23]=[C:24]([Cl:40])[CH:25]=2)[N:20]=1, predict the reaction product. The product is: [CH2:8]([O:7][C:5]([CH:4]1[CH2:9][CH2:10][N:1]([C:19]2[N:28]=[C:27]([NH:29][CH2:30][C:31]3[CH:36]=[CH:35][C:34]4[O:37][CH2:38][O:39][C:33]=4[CH:32]=3)[C:26]3[C:21](=[CH:22][CH:23]=[C:24]([Cl:40])[CH:25]=3)[N:20]=2)[CH2:2][CH2:3]1)=[O:6])[CH3:11]. (2) The product is: [CH2:42]([NH:49][C:50]1[N:55]=[C:54]([C:56]2[CH:61]=[CH:60][CH:59]=[CH:58][N:57]=2)[CH:53]=[C:52]([C:62]2[CH:63]=[N:64][CH:65]=[C:66]([C:68]3[CH:73]=[CH:72][CH:71]=[C:70]([O:74][CH2:28][CH2:29][N:30]([CH3:34])[CH3:31])[CH:69]=3)[CH:67]=2)[CH:51]=1)[C:43]1[CH:48]=[CH:47][CH:46]=[CH:45][CH:44]=1. Given the reactants CNC1N=C(C2C=CC=CN=2)C=C(C2C=NC=C(C3C=CC=C(O[CH2:28][CH2:29][N:30]4[CH2:34]CC[CH2:31]4)C=3)C=2)C=1.C1(O)C=CC=CC=1.[CH2:42]([NH:49][C:50]1[N:55]=[C:54]([C:56]2[CH:61]=[CH:60][CH:59]=[CH:58][N:57]=2)[CH:53]=[C:52]([C:62]2[CH:63]=[N:64][CH:65]=[C:66]([C:68]3[CH:69]=[C:70]([OH:74])[CH:71]=[CH:72][CH:73]=3)[CH:67]=2)[CH:51]=1)[C:43]1[CH:48]=[CH:47][CH:46]=[CH:45][CH:44]=1, predict the reaction product. (3) Given the reactants [Cl:1][C:2]1[CH:10]=[CH:9][C:5]2[CH:6]=[CH:7][O:8][C:4]=2[CH:3]=1.[Li]CCCC.[CH3:16][C:17]1([CH3:28])[C:21]([CH3:23])([CH3:22])[O:20][B:19](OC(C)C)[O:18]1, predict the reaction product. The product is: [Cl:1][C:2]1[CH:10]=[CH:9][C:5]2[CH:6]=[C:7]([B:19]3[O:20][C:21]([CH3:23])([CH3:22])[C:17]([CH3:28])([CH3:16])[O:18]3)[O:8][C:4]=2[CH:3]=1.